From a dataset of Forward reaction prediction with 1.9M reactions from USPTO patents (1976-2016). Predict the product of the given reaction. Given the reactants Br[C:2]1[CH:10]=[C:9]2[C:5]([C:6]3[CH2:15][CH2:14][N:13]([C:16]([O:18][C:19]([CH3:22])([CH3:21])[CH3:20])=[O:17])[CH2:12][C:7]=3[N:8]2[CH3:11])=[CH:4][CH:3]=1.[Cl:23][C:24]1[CH:25]=[CH:26][C:27]([C:30]2[CH:35]=[CH:34][NH:33][C:32](=[O:36])[CH:31]=2)=[N:28][CH:29]=1, predict the reaction product. The product is: [Cl:23][C:24]1[CH:25]=[CH:26][C:27]([C:30]2[CH:35]=[CH:34][N:33]([C:2]3[CH:10]=[C:9]4[C:5]([C:6]5[CH2:15][CH2:14][N:13]([C:16]([O:18][C:19]([CH3:22])([CH3:21])[CH3:20])=[O:17])[CH2:12][C:7]=5[N:8]4[CH3:11])=[CH:4][CH:3]=3)[C:32](=[O:36])[CH:31]=2)=[N:28][CH:29]=1.